The task is: Predict which catalyst facilitates the given reaction.. This data is from Catalyst prediction with 721,799 reactions and 888 catalyst types from USPTO. The catalyst class is: 23. Reactant: [N+:1]([C:4]1[CH:9]=[C:8]([N+:10]([O-])=O)[CH:7]=[CH:6][C:5]=1[O:13][C:14]([F:17])([F:16])[F:15])([O-])=O. Product: [F:15][C:14]([F:16])([F:17])[O:13][C:5]1[CH:6]=[CH:7][C:8]([NH2:10])=[CH:9][C:4]=1[NH2:1].